Dataset: Forward reaction prediction with 1.9M reactions from USPTO patents (1976-2016). Task: Predict the product of the given reaction. (1) Given the reactants Cl[C:2]1[C:3]2[C:4](=[CH:15][N:16](CC3C=CC(OC)=CC=3)[N:17]=2)[N:5]=[C:6]([C:8]2[CH:13]=[CH:12][CH:11]=[C:10]([F:14])[CH:9]=2)[N:7]=1.[O:27]1[CH2:32][CH2:31][N:30]([C:33]2[CH:39]=[CH:38][C:36]([NH2:37])=[CH:35][CH:34]=2)[CH2:29][CH2:28]1.Cl, predict the reaction product. The product is: [F:14][C:10]1[CH:9]=[C:8]([C:6]2[N:7]=[C:2]([NH:37][C:36]3[CH:35]=[CH:34][C:33]([N:30]4[CH2:31][CH2:32][O:27][CH2:28][CH2:29]4)=[CH:39][CH:38]=3)[C:3]3[NH:17][N:16]=[CH:15][C:4]=3[N:5]=2)[CH:13]=[CH:12][CH:11]=1. (2) Given the reactants Cl[C:2]1[C:7]([O:8][C:9]2[CH:14]=[CH:13][N:12]=[C:11]([NH:15][C:16]3[CH:21]=[C:20]([O:22][CH3:23])[C:19]([O:24][CH3:25])=[C:18]([O:26][CH3:27])[CH:17]=3)[CH:10]=2)=[CH:6][CH:5]=[CH:4][N:3]=1.[C:28]([C:30]1[CH:35]=[CH:34][CH:33]=[CH:32][C:31]=1B(O)O)#[N:29].C([O-])([O-])=[O:40].[Na+].[Na+], predict the reaction product. The product is: [CH3:27][O:26][C:18]1[CH:17]=[C:16]([NH:15][C:11]2[CH:10]=[C:9]([O:8][C:7]3[C:2]([C:31]4[CH:32]=[CH:33][CH:34]=[CH:35][C:30]=4[C:28]([NH2:29])=[O:40])=[N:3][CH:4]=[CH:5][CH:6]=3)[CH:14]=[CH:13][N:12]=2)[CH:21]=[C:20]([O:22][CH3:23])[C:19]=1[O:24][CH3:25]. (3) The product is: [F:30][C:31]1[CH:37]=[CH:36][CH:35]=[CH:34][C:32]=1[NH:33][C:7]1[NH:8][C:3](=[O:2])[CH:4]=[C:5]([C:13]2[CH:29]=[CH:28][C:16]3[NH:17][C:18]([NH:20][C:21]([C:23]4[S:24][CH:25]=[CH:26][CH:27]=4)=[O:22])=[N:19][C:15]=3[CH:14]=2)[N:6]=1. Given the reactants C[O:2][C:3]1[N:8]=[C:7](S(C)(=O)=O)[N:6]=[C:5]([C:13]2[CH:29]=[CH:28][C:16]3[NH:17][C:18]([NH:20][C:21]([C:23]4[S:24][CH:25]=[CH:26][CH:27]=4)=[O:22])=[N:19][C:15]=3[CH:14]=2)[CH:4]=1.[F:30][C:31]1[CH:37]=[CH:36][CH:35]=[CH:34][C:32]=1[NH2:33], predict the reaction product. (4) Given the reactants [CH3:1][C:2]1[N:3]=[CH:4][C:5]([NH:8][C:9](=[O:15])[O:10][C:11]([CH3:14])([CH3:13])[CH3:12])=[N:6][CH:7]=1.C1C(=O)N([Br:23])C(=O)C1.CC(N=NC(C#N)(C)C)(C#N)C, predict the reaction product. The product is: [Br:23][CH2:1][C:2]1[N:3]=[CH:4][C:5]([NH:8][C:9](=[O:15])[O:10][C:11]([CH3:12])([CH3:14])[CH3:13])=[N:6][CH:7]=1. (5) Given the reactants [C:1]1([CH2:7][C@H:8]([NH:13][C:14]([C:16]2[CH:21]=[N:20][CH:19]=[CH:18][N:17]=2)=[O:15])[C:9]([O:11]C)=[O:10])[CH:6]=[CH:5][CH:4]=[CH:3][CH:2]=1.O.C(N(CC)CC)C.[Li+].[Br-], predict the reaction product. The product is: [C:1]1([CH2:7][C@H:8]([NH:13][C:14]([C:16]2[CH:21]=[N:20][CH:19]=[CH:18][N:17]=2)=[O:15])[C:9]([OH:11])=[O:10])[CH:6]=[CH:5][CH:4]=[CH:3][CH:2]=1. (6) Given the reactants [F:1][C:2]1[CH:7]=[C:6]([F:8])[CH:5]=[CH:4][C:3]=1[C@:9]12[CH2:18][O:17][C@@H:16]([C:19]3[O:20][C:21]([CH3:24])=[N:22][N:23]=3)[CH2:15][C@H:14]1[CH2:13][S:12][C:11]([NH:25]C(=O)C1C=CC=CC=1)=[N:10]2.FC(F)(F)C(O)=O.FC1C=C(F)C=CC=1[C@]12CO[C@@H](C3ON=C(C)N=3)C[C@H]1CSC(N)=N2.[OH-].[NH4+], predict the reaction product. The product is: [F:1][C:2]1[CH:7]=[C:6]([F:8])[CH:5]=[CH:4][C:3]=1[C@:9]12[CH2:18][O:17][C@@H:16]([C:19]3[O:20][C:21]([CH3:24])=[N:22][N:23]=3)[CH2:15][C@H:14]1[CH2:13][S:12][C:11]([NH2:25])=[N:10]2. (7) Given the reactants [Cl:1][C:2]1[CH:25]=[CH:24][C:5]([CH2:6][NH:7][C:8]([C:10]2[C:11](=[O:23])[C:12]3[S:19][C:18]([CH2:20]Cl)=[C:17]([CH3:22])[C:13]=3[N:14]([CH3:16])[CH:15]=2)=[O:9])=[CH:4][CH:3]=1.[O:26]1[C:30]2[CH:31]=[CH:32][C:33]([CH:35]([OH:39])[CH2:36][NH:37][CH3:38])=[CH:34][C:29]=2[O:28][CH2:27]1.C(N(C(C)C)CC)(C)C, predict the reaction product. The product is: [O:26]1[C:30]2[CH:31]=[CH:32][C:33]([CH:35]([OH:39])[CH2:36][N:37]([CH2:20][C:18]3[S:19][C:12]4[C:11](=[O:23])[C:10]([C:8]([NH:7][CH2:6][C:5]5[CH:4]=[CH:3][C:2]([Cl:1])=[CH:25][CH:24]=5)=[O:9])=[CH:15][N:14]([CH3:16])[C:13]=4[C:17]=3[CH3:22])[CH3:38])=[CH:34][C:29]=2[O:28][CH2:27]1. (8) Given the reactants Br[C:2]1[CH:12]=[N:11][C:5]2[NH:6][CH2:7][CH2:8][CH2:9][O:10][C:4]=2[CH:3]=1.[C:13]([O:17][CH2:18][CH3:19])(=[O:16])[CH:14]=[CH2:15].C(N(C(C)C)CC)(C)C.CC1C=CC=CC=1P(C1C=CC=CC=1C)C1C=CC=CC=1C, predict the reaction product. The product is: [CH2:18]([O:17][C:13](=[O:16])[C:14]([C:2]1[CH:12]=[N:11][C:5]2[NH:6][CH2:7][CH2:8][CH2:9][O:10][C:4]=2[CH:3]=1)=[CH2:15])[CH3:19]. (9) Given the reactants Cl[C:2](Cl)([O:4][C:5](=[O:11])[O:6][C:7](Cl)(Cl)Cl)Cl.[Br:13][C:14]1[CH:23]=[C:22]([Br:24])[C:21]([CH2:25]CO)=[C:20]2[C:15]=1[CH:16]=[CH:17][CH:18]=[N:19]2, predict the reaction product. The product is: [Br:13][C:14]1[CH:23]=[C:22]([Br:24])[C:21]([CH2:25][CH2:2][O:4][C:5]([O:6][CH3:7])=[O:11])=[C:20]2[C:15]=1[CH:16]=[CH:17][CH:18]=[N:19]2.